From a dataset of NCI-60 drug combinations with 297,098 pairs across 59 cell lines. Regression. Given two drug SMILES strings and cell line genomic features, predict the synergy score measuring deviation from expected non-interaction effect. (1) Drug 1: C1=NC2=C(N=C(N=C2N1C3C(C(C(O3)CO)O)O)F)N. Drug 2: CCC1(C2=C(COC1=O)C(=O)N3CC4=CC5=C(C=CC(=C5CN(C)C)O)N=C4C3=C2)O.Cl. Cell line: UACC-257. Synergy scores: CSS=1.28, Synergy_ZIP=-2.70, Synergy_Bliss=0.621, Synergy_Loewe=-21.6, Synergy_HSA=-4.37. (2) Cell line: MDA-MB-231. Synergy scores: CSS=-8.03, Synergy_ZIP=2.54, Synergy_Bliss=-1.66, Synergy_Loewe=-9.20, Synergy_HSA=-9.64. Drug 1: COC1=NC(=NC2=C1N=CN2C3C(C(C(O3)CO)O)O)N. Drug 2: C1C(C(OC1N2C=NC3=C2NC=NCC3O)CO)O. (3) Drug 1: CC1=C2C(C(=O)C3(C(CC4C(C3C(C(C2(C)C)(CC1OC(=O)C(C(C5=CC=CC=C5)NC(=O)OC(C)(C)C)O)O)OC(=O)C6=CC=CC=C6)(CO4)OC(=O)C)O)C)O. Drug 2: COC1=C2C(=CC3=C1OC=C3)C=CC(=O)O2. Cell line: RPMI-8226. Synergy scores: CSS=58.0, Synergy_ZIP=-4.05, Synergy_Bliss=-10.7, Synergy_Loewe=-64.3, Synergy_HSA=-13.5. (4) Drug 1: C1CCC(CC1)NC(=O)N(CCCl)N=O. Drug 2: CCC(=C(C1=CC=CC=C1)C2=CC=C(C=C2)OCCN(C)C)C3=CC=CC=C3.C(C(=O)O)C(CC(=O)O)(C(=O)O)O. Cell line: UACC62. Synergy scores: CSS=33.8, Synergy_ZIP=-8.92, Synergy_Bliss=-0.342, Synergy_Loewe=-0.380, Synergy_HSA=0.350. (5) Drug 1: CCC(=C(C1=CC=CC=C1)C2=CC=C(C=C2)OCCN(C)C)C3=CC=CC=C3.C(C(=O)O)C(CC(=O)O)(C(=O)O)O. Drug 2: CS(=O)(=O)OCCCCOS(=O)(=O)C. Cell line: MALME-3M. Synergy scores: CSS=0.766, Synergy_ZIP=-0.529, Synergy_Bliss=-1.52, Synergy_Loewe=-4.05, Synergy_HSA=-3.97. (6) Drug 2: CCCS(=O)(=O)NC1=C(C(=C(C=C1)F)C(=O)C2=CNC3=C2C=C(C=N3)C4=CC=C(C=C4)Cl)F. Cell line: NCI/ADR-RES. Drug 1: C1=CC(=CC=C1CCC2=CNC3=C2C(=O)NC(=N3)N)C(=O)NC(CCC(=O)O)C(=O)O. Synergy scores: CSS=12.2, Synergy_ZIP=-5.02, Synergy_Bliss=-1.93, Synergy_Loewe=-11.6, Synergy_HSA=-2.74. (7) Drug 1: CS(=O)(=O)CCNCC1=CC=C(O1)C2=CC3=C(C=C2)N=CN=C3NC4=CC(=C(C=C4)OCC5=CC(=CC=C5)F)Cl. Drug 2: C1CN(P(=O)(OC1)NCCCl)CCCl. Cell line: U251. Synergy scores: CSS=-4.62, Synergy_ZIP=-3.23, Synergy_Bliss=-11.2, Synergy_Loewe=-6.84, Synergy_HSA=-9.63.